Task: Predict the reaction yield, written as a fraction of the theoretical maximum amount of product (1.0 means a 100% yield; for example, 0.34 means a 34% yield).. Dataset: Reaction yield outcomes from USPTO patents with 853,638 reactions The reactants are [CH3:1][NH:2][C@@H:3]([CH2:10][CH3:11])[CH2:4][N:5]1[CH2:9][CH2:8][CH2:7][CH2:6]1.CN1CCOCC1.[Br:19][C:20]1[CH:28]=[CH:27][C:23]([C:24](Cl)=[O:25])=[CH:22][CH:21]=1. The catalyst is C(Cl)Cl. The product is [Br:19][C:20]1[CH:28]=[CH:27][C:23]([C:24]([N:2]([CH3:1])[C@@H:3]([CH2:10][CH3:11])[CH2:4][N:5]2[CH2:9][CH2:8][CH2:7][CH2:6]2)=[O:25])=[CH:22][CH:21]=1. The yield is 0.620.